From a dataset of Reaction yield outcomes from USPTO patents with 853,638 reactions. Predict the reaction yield, written as a fraction of the theoretical maximum amount of product (1.0 means a 100% yield; for example, 0.34 means a 34% yield). The reactants are Br[CH2:2][CH2:3][CH2:4][N:5]1[C:13](=[O:14])[C:12]2[C:7](=[CH:8][CH:9]=[CH:10][CH:11]=2)[C:6]1=[O:15].[Na+].[I-].[Cl:18][C:19]1[CH:20]=[CH:21][C:22]([CH3:31])=[C:23]([N:25]2[CH2:30][CH2:29][NH:28][CH2:27][CH2:26]2)[CH:24]=1. The catalyst is CC(C)=O. The product is [Cl:18][C:19]1[CH:20]=[CH:21][C:22]([CH3:31])=[C:23]([N:25]2[CH2:26][CH2:27][N:28]([CH2:2][CH2:3][CH2:4][N:5]3[C:13](=[O:14])[C:12]4[C:7](=[CH:8][CH:9]=[CH:10][CH:11]=4)[C:6]3=[O:15])[CH2:29][CH2:30]2)[CH:24]=1. The yield is 0.810.